Task: Predict the product of the given reaction.. Dataset: Forward reaction prediction with 1.9M reactions from USPTO patents (1976-2016) (1) Given the reactants [C:1]([C:5]1[CH:6]=[C:7]2[C:12](=[C:13]([F:15])[CH:14]=1)[C:11](=[O:16])[N:10]([C:17]1[CH:27]=[CH:26][CH:25]=[C:24]([C:28]3[CH:33]=[CH:32][N:31]=[C:30]([NH:34][C:35]4[CH:40]=[CH:39][C:38]([C:41]([N:43]5[CH2:48][CH2:47][O:46][CH2:45][CH2:44]5)=[O:42])=[CH:37][N:36]=4)[CH:29]=3)[C:18]=1[CH2:19][O:20]C(=O)C)[N:9]=[CH:8]2)([CH3:4])([CH3:3])[CH3:2].C([O-])([O-])=O.[K+].[K+].O, predict the reaction product. The product is: [C:1]([C:5]1[CH:6]=[C:7]2[C:12](=[C:13]([F:15])[CH:14]=1)[C:11](=[O:16])[N:10]([C:17]1[CH:27]=[CH:26][CH:25]=[C:24]([C:28]3[CH:33]=[CH:32][N:31]=[C:30]([NH:34][C:35]4[CH:40]=[CH:39][C:38]([C:41]([N:43]5[CH2:48][CH2:47][O:46][CH2:45][CH2:44]5)=[O:42])=[CH:37][N:36]=4)[CH:29]=3)[C:18]=1[CH2:19][OH:20])[N:9]=[CH:8]2)([CH3:4])([CH3:2])[CH3:3]. (2) Given the reactants [F:1][C:2]1[CH:3]=[C:4]2[C:8](=[CH:9][CH:10]=1)[N:7]([CH2:11][C:12]([O:14][CH3:15])=[O:13])[C:6]([CH3:16])=[CH:5]2.[CH3:17][O:18][C:19]1[N:24]=[CH:23][C:22]([CH:25]=O)=[CH:21][CH:20]=1.C([SiH](CC)CC)C.FC(F)(F)C(O)=O, predict the reaction product. The product is: [F:1][C:2]1[CH:3]=[C:4]2[C:8](=[CH:9][CH:10]=1)[N:7]([CH2:11][C:12]([O:14][CH3:15])=[O:13])[C:6]([CH3:16])=[C:5]2[CH2:25][C:22]1[CH:23]=[N:24][C:19]([O:18][CH3:17])=[CH:20][CH:21]=1. (3) Given the reactants [C:1]([C:3]1[CH:8]=[CH:7][CH:6]=[CH:5][C:4]=1[C:9]1[N:14]=[CH:13][C:12]([CH2:15][CH:16]([C:22](=O)[CH2:23][CH2:24][CH3:25])[C:17]([O:19]CC)=O)=[CH:11][CH:10]=1)#[N:2].[Si:27]([O:34][CH:35]1[CH2:40][CH2:39][CH:38]([NH:41][C:42]2[NH:46][CH:45]=[N:44][N:43]=2)[CH2:37][CH2:36]1)([C:30]([CH3:33])([CH3:32])[CH3:31])([CH3:29])[CH3:28].C(N(CC)C1C=CC=CC=1)C, predict the reaction product. The product is: [Si:27]([O:34][CH:35]1[CH2:40][CH2:39][CH:38]([N:41]2[C:17](=[O:19])[C:16]([CH2:15][C:12]3[CH:11]=[CH:10][C:9]([C:4]4[CH:5]=[CH:6][CH:7]=[CH:8][C:3]=4[C:1]#[N:2])=[N:14][CH:13]=3)=[C:22]([CH2:23][CH2:24][CH3:25])[N:43]3[N:44]=[CH:45][N:46]=[C:42]23)[CH2:37][CH2:36]1)([C:30]([CH3:33])([CH3:31])[CH3:32])([CH3:29])[CH3:28]. (4) Given the reactants C[O:2][C:3]([C:5]1[S:6][C:7]([C:10](=[O:32])[NH:11][CH2:12][CH2:13][N:14]([C:25]([O:27][C:28]([CH3:31])([CH3:30])[CH3:29])=[O:26])[C:15]([NH2:24])=[N:16][C:17]([O:19][C:20]([CH3:23])([CH3:22])[CH3:21])=[O:18])=[CH:8][CH:9]=1)=[O:4].[Li+].[OH-].C(O)(=O)CC(CC(O)=O)(C(O)=O)O.C1COCC1, predict the reaction product. The product is: [C:25]([N:14]([CH2:13][CH2:12][NH:11][C:10]([C:7]1[S:6][C:5]([C:3]([OH:4])=[O:2])=[CH:9][CH:8]=1)=[O:32])[C:15]([NH2:24])=[N:16][C:17]([O:19][C:20]([CH3:23])([CH3:22])[CH3:21])=[O:18])([O:27][C:28]([CH3:29])([CH3:30])[CH3:31])=[O:26].